This data is from Reaction yield outcomes from USPTO patents with 853,638 reactions. The task is: Predict the reaction yield, written as a fraction of the theoretical maximum amount of product (1.0 means a 100% yield; for example, 0.34 means a 34% yield). The reactants are [Cl:1][C:2]1[N:7]=[CH:6][C:5]([NH:8]C(=O)OC(C)(C)C)=[C:4]([I:16])[CH:3]=1.C([O-])(O)=O.[Na+]. The catalyst is Cl. The product is [Cl:1][C:2]1[N:7]=[CH:6][C:5]([NH2:8])=[C:4]([I:16])[CH:3]=1. The yield is 0.930.